From a dataset of Full USPTO retrosynthesis dataset with 1.9M reactions from patents (1976-2016). Predict the reactants needed to synthesize the given product. (1) Given the product [Cl:19][C:18]1[C:10]([N:9]2[C:5]([NH:4][C:22](=[O:24])[CH3:23])=[C:6]([C:20]#[N:21])[CH:7]=[N:8]2)=[N:11][N:12]2[CH2:17][CH2:16][CH2:15][CH2:14][C:13]=12, predict the reactants needed to synthesize it. The reactants are: C(#N)C.[NH2:4][C:5]1[N:9]([C:10]2[C:18]([Cl:19])=[C:13]3[CH2:14][CH2:15][CH2:16][CH2:17][N:12]3[N:11]=2)[N:8]=[CH:7][C:6]=1[C:20]#[N:21].[C:22](Cl)(=[O:24])[CH3:23]. (2) The reactants are: [F:1][C:2]([F:15])([CH2:6][CH2:7][CH2:8][C:9]1[CH:14]=[CH:13][CH:12]=[CH:11][CH:10]=1)[C:3]([OH:5])=O.[NH2:16][CH:17]([CH2:29][CH2:30][CH3:31])[C@@H:18]([C:20]1[O:21][C:22]2[CH:28]=[CH:27][CH:26]=[CH:25][C:23]=2[N:24]=1)[OH:19].CN(C(ON1N=NC2C=CC=NC1=2)=[N+](C)C)C.F[P-](F)(F)(F)(F)F.C(N(CC)C(C)C)(C)C. Given the product [O:21]1[C:22]2[CH:28]=[CH:27][CH:26]=[CH:25][C:23]=2[N:24]=[C:20]1[CH:18]([OH:19])[C@@H:17]([NH:16][C:3](=[O:5])[C:2]([F:1])([F:15])[CH2:6][CH2:7][CH2:8][C:9]1[CH:14]=[CH:13][CH:12]=[CH:11][CH:10]=1)[CH2:29][CH2:30][CH3:31], predict the reactants needed to synthesize it. (3) Given the product [CH2:9]([C:11]1[CH:12]=[CH:13][CH:14]=[C:15]([CH3:18])[C:16]=1[CH:5]([C:1]([CH3:4])([CH3:3])[CH3:2])[C:6]([NH2:21])=[O:7])[CH3:10], predict the reactants needed to synthesize it. The reactants are: [C:1]([CH2:5][C:6](Cl)=[O:7])([CH3:4])([CH3:3])[CH3:2].[CH2:9]([C:11]1[CH:12]=[CH:13][CH:14]=[C:15]([CH3:18])[C:16]=1N)[CH3:10].C([N:21](CC)CC)C.C(OCC)(=O)C. (4) Given the product [CH2:1]([O:8][C:9]1[CH:14]=[CH:13][C:12]([CH2:15][C:16]([N:25]([CH3:26])[CH3:24])=[O:18])=[CH:11][CH:10]=1)[C:2]1[CH:7]=[CH:6][CH:5]=[CH:4][CH:3]=1, predict the reactants needed to synthesize it. The reactants are: [CH2:1]([O:8][C:9]1[CH:14]=[CH:13][C:12]([CH2:15][C:16]([OH:18])=O)=[CH:11][CH:10]=1)[C:2]1[CH:7]=[CH:6][CH:5]=[CH:4][CH:3]=1.S(Cl)(Cl)=O.Cl.[CH3:24][NH:25][CH3:26].C(N(CC)CC)C. (5) Given the product [Cl:30][C:24]1[CH:25]=[C:26]([Cl:29])[CH:27]=[CH:28][C:23]=1[C:22]([C:7]1[O:8][C:9]2[CH:14]=[C:13]([C:15]3[CH:16]=[C:17]([CH3:21])[CH:18]=[CH:19][CH:20]=3)[CH:12]=[CH:11][C:10]=2[C:6]=1[C:4]([OH:5])=[O:3])=[O:31], predict the reactants needed to synthesize it. The reactants are: C([O:3][C:4]([C:6]1[C:10]2[CH:11]=[CH:12][C:13]([C:15]3[CH:16]=[C:17]([CH3:21])[CH:18]=[CH:19][CH:20]=3)=[CH:14][C:9]=2[O:8][C:7]=1[C:22](=[O:31])[C:23]1[CH:28]=[CH:27][C:26]([Cl:29])=[CH:25][C:24]=1[Cl:30])=[O:5])C.[OH-].[K+].Cl.